Predict the reactants needed to synthesize the given product. From a dataset of Full USPTO retrosynthesis dataset with 1.9M reactions from patents (1976-2016). (1) Given the product [CH3:52][O:53][C:54]1[CH:55]=[CH:56][C:57]([CH2:61][C@@H:62]([OH:14])[C:63]2[CH:68]=[C:67]([O:69][CH3:70])[C:66]([O:71][CH3:72])=[C:65]([O:73][CH3:74])[CH:64]=2)=[CH:58][C:59]=1[OH:60], predict the reactants needed to synthesize it. The reactants are: C1N=C(N)C2N=CN([C@@H]3[O:14][C@H](COP(OP(OC[C@H]4O[C@@H](N5C=C(C(N)=O)CC=C5)[C@H](O)[C@@H]4O)(O)=O)(O)=O)[C@@H](O)[C@H]3OP(O)(O)=O)C=2N=1.C(#N)C.[CH3:52][O:53][C:54]1[CH:55]=[CH:56][C:57](/[CH:61]=[CH:62]\[C:63]2[CH:64]=[C:65]([O:73][CH3:74])[C:66]([O:71][CH3:72])=[C:67]([O:69][CH3:70])[CH:68]=2)=[CH:58][C:59]=1[OH:60]. (2) The reactants are: [Cl:1][C:2]1[CH:7]=[CH:6][CH:5]=[CH:4][C:3]=1[N:8]1[C:12]([S:13]([C:16]2[CH:21]=[CH:20][C:19]([CH3:22])=[CH:18][N:17]=2)(=[O:15])=[O:14])=[CH:11][C:10]([CH2:23][N:24](C)[C:25](=O)OC(C)(C)C)=[N:9]1.C(O)C.C(OCC)(=O)C.Cl. Given the product [ClH:1].[Cl:1][C:2]1[CH:7]=[CH:6][CH:5]=[CH:4][C:3]=1[N:8]1[C:12]([S:13]([C:16]2[CH:21]=[CH:20][C:19]([CH3:22])=[CH:18][N:17]=2)(=[O:14])=[O:15])=[CH:11][C:10]([CH2:23][NH:24][CH3:25])=[N:9]1, predict the reactants needed to synthesize it. (3) Given the product [CH:16]1([NH:15][CH:9]2[CH2:10][CH2:11][CH2:12][CH2:13][CH2:14]2)[CH2:17][CH2:18][CH2:19][CH2:20][CH2:21]1.[Br:1][C@H:2]([CH:6]([CH3:8])[CH3:7])[C:3]([OH:5])=[O:4], predict the reactants needed to synthesize it. The reactants are: [Br:1][C@H:2]([CH:6]([CH3:8])[CH3:7])[C:3]([OH:5])=[O:4].[CH:9]1([NH:15][CH:16]2[CH2:21][CH2:20][CH2:19][CH2:18][CH2:17]2)[CH2:14][CH2:13][CH2:12][CH2:11][CH2:10]1. (4) Given the product [Cl:3][C:4]1[C:9]([C:10]2[N:14]=[C:13]([C:15]3[CH:20]=[CH:19][C:18]([O:21][CH:22]([CH3:24])[CH3:23])=[C:17]([C:25]#[N:26])[CH:16]=3)[O:12][N:11]=2)=[CH:8][CH:7]=[CH:6][C:5]=1[CH2:27][CH2:28][C:29]([OH:31])=[O:30], predict the reactants needed to synthesize it. The reactants are: [OH-].[Na+].[Cl:3][C:4]1[C:9]([C:10]2[N:14]=[C:13]([C:15]3[CH:20]=[CH:19][C:18]([O:21][CH:22]([CH3:24])[CH3:23])=[C:17]([C:25]#[N:26])[CH:16]=3)[O:12][N:11]=2)=[CH:8][CH:7]=[CH:6][C:5]=1[CH2:27][CH2:28][C:29]([O:31]CC)=[O:30].Cl. (5) Given the product [NH2:15][C:12]1[CH:13]=[CH:14][C:9]([C:8]2[CH:7]=[C:6]([C:23]3[O:24][C:25](=[O:29])[N:26]([CH3:28])[N:27]=3)[CH:5]=[N:4][C:3]=2[CH2:1][CH3:2])=[CH:10][CH:11]=1, predict the reactants needed to synthesize it. The reactants are: [CH2:1]([C:3]1[C:8]([C:9]2[CH:14]=[CH:13][C:12]([NH:15]C(=O)OC(C)(C)C)=[CH:11][CH:10]=2)=[CH:7][C:6]([C:23]2[O:24][C:25](=[O:29])[N:26]([CH3:28])[N:27]=2)=[CH:5][N:4]=1)[CH3:2].CC1(C)C(C)(C)OB(C2C=CC(NC(=O)OC(C)(C)C)=CC=2)O1.BrC1C=CC(N)=CC=1.